Predict the product of the given reaction. From a dataset of Forward reaction prediction with 1.9M reactions from USPTO patents (1976-2016). (1) Given the reactants BrC1C=CC2OC(C(=O)N)=C(NC(C3CCCN3C(OC(C)(C)C)=O)=O)C=2C=1.[Cl:29][C:30]1[CH:40]=[CH:39][C:33]([O:34][CH2:35][C:36]([NH2:38])=[O:37])=[C:32]([C:41]#[N:42])[CH:31]=1.BrC1C=CC(OCC(N)=O)=C(C#N)C=1, predict the reaction product. The product is: [NH2:42][C:41]1[C:32]2[CH:31]=[C:30]([Cl:29])[CH:40]=[CH:39][C:33]=2[O:34][C:35]=1[C:36]([NH2:38])=[O:37]. (2) Given the reactants [Br:1][C:2]1[C:3]([O:11][C@@H:12]([CH3:22])[CH2:13][NH:14][C:15]([O:17][C:18]([CH3:21])([CH3:20])[CH3:19])=[O:16])=[C:4]([C:7](OC)=[O:8])[S:5][CH:6]=1.[OH-].[Na+].Cl, predict the reaction product. The product is: [Br:1][C:2]1[C:3]([O:11][C@@H:12]([CH3:22])[CH2:13][NH:14][C:15](=[O:16])[O:17][C:18]([CH3:20])([CH3:19])[CH3:21])=[C:4]([CH2:7][OH:8])[S:5][CH:6]=1. (3) Given the reactants [C:1](Cl)(=[O:5])[CH2:2][CH2:3][CH3:4].Cl.[NH2:8][C:9]1[CH:10]=[N:11][C:12]2[C:17]([C:18]=1[OH:19])=[CH:16][CH:15]=[C:14]([C:20]([F:23])([F:22])[F:21])[CH:13]=2.C(N(CC)CC)C.C(=O)(O)[O-].[Na+], predict the reaction product. The product is: [OH:19][C:18]1[C:17]2[C:12](=[CH:13][C:14]([C:20]([F:23])([F:21])[F:22])=[CH:15][CH:16]=2)[N:11]=[CH:10][C:9]=1[NH:8][C:1](=[O:5])[CH2:2][CH2:3][CH3:4]. (4) Given the reactants [C:1]([C:4]1[CH:28]=[C:27]([CH3:29])[C:7]([O:8][C:9]2[C:10]3[NH:26][CH:25]=[CH:24][C:11]=3[N:12]=[C:13]([NH:15][C:16]3[CH:23]=[CH:22][C:19]([C:20]#[N:21])=[CH:18][CH:17]=3)[N:14]=2)=[C:6]([CH3:30])[CH:5]=1)(=[O:3])[CH3:2].C1C(=O)N([Cl:38])C(=O)C1, predict the reaction product. The product is: [C:1]([C:4]1[CH:5]=[C:6]([CH3:30])[C:7]([O:8][C:9]2[C:10]3[NH:26][CH:25]=[C:24]([Cl:38])[C:11]=3[N:12]=[C:13]([NH:15][C:16]3[CH:17]=[CH:18][C:19]([C:20]#[N:21])=[CH:22][CH:23]=3)[N:14]=2)=[C:27]([CH3:29])[CH:28]=1)(=[O:3])[CH3:2].